Dataset: Catalyst prediction with 721,799 reactions and 888 catalyst types from USPTO. Task: Predict which catalyst facilitates the given reaction. Reactant: [C:1]([O:5][C:6](=[O:22])[NH:7][C@H:8]([C:15]1[CH:20]=[CH:19][CH:18]=[C:17]([OH:21])[CH:16]=1)[C:9]1[CH:14]=[CH:13][CH:12]=[CH:11][CH:10]=1)([CH3:4])([CH3:3])[CH3:2].C(=O)([O-])[O-].[Cs+].[Cs+].Br[CH2:30][CH2:31][O:32][C:33]1[CH:38]=[CH:37][C:36]([CH:39]=[O:40])=[CH:35][CH:34]=1. Product: [C:1]([O:5][C:6](=[O:22])[NH:7][C@H:8]([C:15]1[CH:20]=[CH:19][CH:18]=[C:17]([O:21][CH2:30][CH2:31][O:32][C:33]2[CH:38]=[CH:37][C:36]([CH:39]=[O:40])=[CH:35][CH:34]=2)[CH:16]=1)[C:9]1[CH:14]=[CH:13][CH:12]=[CH:11][CH:10]=1)([CH3:4])([CH3:2])[CH3:3]. The catalyst class is: 18.